Dataset: Reaction yield outcomes from USPTO patents with 853,638 reactions. Task: Predict the reaction yield, written as a fraction of the theoretical maximum amount of product (1.0 means a 100% yield; for example, 0.34 means a 34% yield). (1) The reactants are [CH2:1]([O:3][CH2:4][C:5](=O)[CH2:6][C:7]#[N:8])[CH3:2].Cl.[CH:11]([NH:14][NH2:15])([CH3:13])[CH3:12].Cl. The catalyst is C(O)C. The product is [CH2:1]([O:3][CH2:4][C:5]1[CH:6]=[C:7]([NH2:8])[N:14]([CH:11]([CH3:13])[CH3:12])[N:15]=1)[CH3:2]. The yield is 0.656. (2) The reactants are [CH:1]([C:3]1[CH:11]=[CH:10][C:6]([C:7]([OH:9])=O)=[CH:5][CH:4]=1)=[O:2].[N:12]1([C:18]([O:20][C:21]([CH3:24])([CH3:23])[CH3:22])=[O:19])[CH2:17][CH2:16][NH:15][CH2:14][CH2:13]1. No catalyst specified. The product is [CH:1]([C:3]1[CH:4]=[CH:5][C:6]([C:7]([N:15]2[CH2:14][CH2:13][N:12]([C:18]([O:20][C:21]([CH3:24])([CH3:23])[CH3:22])=[O:19])[CH2:17][CH2:16]2)=[O:9])=[CH:10][CH:11]=1)=[O:2]. The yield is 0.866. (3) The reactants are [CH:1]1([C:7]([CH:9]([C:13]2[CH:18]=[CH:17][CH:16]=[CH:15][CH:14]=2)[CH2:10][CH:11]=O)=[O:8])[CH2:6][CH2:5][CH2:4][CH2:3][CH2:2]1.[CH3:19][O:20][C:21]1[CH:26]=[CH:25][CH:24]=[CH:23][C:22]=1[N:27]1[CH2:32][CH2:31][NH:30][CH2:29][CH2:28]1.[Na]. No catalyst specified. The product is [CH3:19][O:20][C:21]1[CH:26]=[CH:25][CH:24]=[CH:23][C:22]=1[N:27]1[CH2:32][CH2:31][N:30]([CH2:11][CH2:10][CH:9]([C:7]([CH:1]2[CH2:6][CH2:5][CH2:4][CH2:3][CH2:2]2)=[O:8])[C:13]2[CH:18]=[CH:17][CH:16]=[CH:15][CH:14]=2)[CH2:29][CH2:28]1. The yield is 0.790. (4) The reactants are C([O:3][C:4]([C:6]1[CH:7]=[C:8]2[C:12](=[CH:13][C:14]=1[NH:15][C:16]([C:18]1[C:27](=[O:28])[C:26]3[C:21](=[CH:22][CH:23]=[CH:24][CH:25]=3)[NH:20][CH:19]=1)=[O:17])[NH:11][CH:10]=[CH:9]2)=[O:5])C.[OH-].[Na+]. The catalyst is C1COCC1. The product is [O:28]=[C:27]1[C:26]2[C:21](=[CH:22][CH:23]=[CH:24][CH:25]=2)[NH:20][CH:19]=[C:18]1[C:16]([NH:15][C:14]1[CH:13]=[C:12]2[C:8]([CH:9]=[CH:10][NH:11]2)=[CH:7][C:6]=1[C:4]([OH:5])=[O:3])=[O:17]. The yield is 0.930. (5) The reactants are N1C=[CH:5][CH:4]=[CH:3][CH:2]=1.FC(F)(F)S(OS(C(F)(F)F)(=O)=O)(=O)=O.[CH2:22]([O:24][C:25]1[CH:26]=[N:27][C:28]([N:31]2[C:36]([CH3:37])=[CH:35][C:34](O)=[C:33]([CH2:39][C:40]3[CH:45]=[CH:44][C:43]([C:46]4[C:47]([C:52]#[N:53])=[CH:48][CH:49]=[CH:50][CH:51]=4)=[CH:42][CH:41]=3)[C:32]2=[O:54])=[N:29][CH:30]=1)[CH3:23].[Br-].C([Zn+])CCC. The catalyst is CCCCCC.C(OCC)(=O)C.C(OCC)(=O)C.C1(C)C=CC=CC=1.O.ClCCl. The product is [CH2:2]([C:34]1[CH:35]=[C:36]([CH3:37])[N:31]([C:28]2[N:29]=[CH:30][C:25]([O:24][CH2:22][CH3:23])=[CH:26][N:27]=2)[C:32](=[O:54])[C:33]=1[CH2:39][C:40]1[CH:41]=[CH:42][C:43]([C:46]2[C:47]([C:52]#[N:53])=[CH:48][CH:49]=[CH:50][CH:51]=2)=[CH:44][CH:45]=1)[CH2:3][CH2:4][CH3:5]. The yield is 0.740.